Dataset: Forward reaction prediction with 1.9M reactions from USPTO patents (1976-2016). Task: Predict the product of the given reaction. (1) Given the reactants [C:1]([NH:9][C:10]1[C:11]2[N:12]=[CH:13][N:14]([C:33]=2[N:34]=[CH:35][N:36]=1)[C@@H:15]1[O:32][C@H:22]([CH2:23][O:24][Si](C(C)(C)C)(C)C)[C@@H:17]([O:18][CH2:19]SC)[CH2:16]1)(=[O:8])[C:2]1[CH:7]=[CH:6][CH:5]=[CH:4][CH:3]=1.C1CCCCC=1.[C@@H]1(N2C3N=CN=C(N)C=3N=C2)O[C@H](CO)[C@@H](O)C1.[N-:61]=[N+:62]=[N-:63].[Na+].[NH4+].[F-], predict the reaction product. The product is: [C:1]([NH:9][C:10]1[C:11]2[N:12]=[CH:13][N:14]([C:33]=2[N:34]=[CH:35][N:36]=1)[C@@H:15]1[O:32][C@H:22]([CH2:23][OH:24])[C@@H:17]([O:18][CH2:19][N:61]=[N+:62]=[N-:63])[CH2:16]1)(=[O:8])[C:2]1[CH:7]=[CH:6][CH:5]=[CH:4][CH:3]=1. (2) Given the reactants I([O-])(=O)(=O)=[O:2].[Na+].[C:7]([C:11]1[CH:16]=[CH:15][C:14]([S:17][CH3:18])=[C:13]([N+:19]([O-:21])=[O:20])[CH:12]=1)([CH3:10])([CH3:9])[CH3:8], predict the reaction product. The product is: [C:7]([C:11]1[CH:16]=[CH:15][C:14]([S:17]([CH3:18])=[O:2])=[C:13]([N+:19]([O-:21])=[O:20])[CH:12]=1)([CH3:10])([CH3:8])[CH3:9]. (3) Given the reactants [CH2:1]([O:3][C:4]([C:6]1[CH:7]=[N:8][C:9]2[C:14]([CH:15]=1)=[CH:13][CH:12]=[C:11](Cl)[CH:10]=2)=[O:5])[CH3:2].CC(C)([O-])C.[Na+].C1(P(C2CCCCC2)C2C=CC=CC=2C2C=CC=CC=2)CCCCC1.[C:48](=[NH:61])([C:55]1[CH:60]=[CH:59][CH:58]=[CH:57][CH:56]=1)[C:49]1[CH:54]=[CH:53][CH:52]=[CH:51][CH:50]=1, predict the reaction product. The product is: [CH2:1]([O:3][C:4]([C:6]1[CH:7]=[N:8][C:9]2[C:14]([CH:15]=1)=[CH:13][CH:12]=[C:11]([N:61]=[C:48]([C:49]1[CH:54]=[CH:53][CH:52]=[CH:51][CH:50]=1)[C:55]1[CH:60]=[CH:59][CH:58]=[CH:57][CH:56]=1)[CH:10]=2)=[O:5])[CH3:2]. (4) Given the reactants [Cl:1][C:2]1[CH:7]=[CH:6][C:5]([C@@H:8]2[O:14][CH2:13][CH2:12][N:11]([C:15]([O:17][C:18]([CH3:21])([CH3:20])[CH3:19])=[O:16])[CH2:10][C@H:9]2[CH2:22][N:23]2[CH:28]=[CH:27][CH:26]=[C:25]([C:29]([O:31]C)=O)[C:24]2=[O:33])=[CH:4][C:3]=1[F:34].O.[NH2:36][NH2:37].O, predict the reaction product. The product is: [Cl:1][C:2]1[CH:7]=[CH:6][C:5]([C@@H:8]2[O:14][CH2:13][CH2:12][N:11]([C:15]([O:17][C:18]([CH3:19])([CH3:21])[CH3:20])=[O:16])[CH2:10][C@H:9]2[CH2:22][N:23]2[CH:28]=[CH:27][CH:26]=[C:25]([C:29]([NH:36][NH2:37])=[O:31])[C:24]2=[O:33])=[CH:4][C:3]=1[F:34]. (5) Given the reactants I[C:2]1[CH:3]=[C:4]2[C:8](=[CH:9][CH:10]=1)[N:7]([CH:11]1[CH2:16][CH2:15][N:14]([C:17]([O:19][C:20]([CH3:23])([CH3:22])[CH3:21])=[O:18])[CH2:13][CH2:12]1)[CH2:6][CH2:5]2.[Li]C(C)(C)C.[F:29][C:30]1[CH:35]=[CH:34][C:33]([F:36])=[CH:32][C:31]=1[S:37](F)(=[O:39])=[O:38].[NH4+].[Cl-], predict the reaction product. The product is: [F:29][C:30]1[CH:35]=[CH:34][C:33]([F:36])=[CH:32][C:31]=1[S:37]([C:2]1[CH:3]=[C:4]2[C:8](=[CH:9][CH:10]=1)[N:7]([CH:11]1[CH2:16][CH2:15][N:14]([C:17]([O:19][C:20]([CH3:23])([CH3:22])[CH3:21])=[O:18])[CH2:13][CH2:12]1)[CH2:6][CH2:5]2)(=[O:39])=[O:38].